Dataset: Forward reaction prediction with 1.9M reactions from USPTO patents (1976-2016). Task: Predict the product of the given reaction. (1) Given the reactants Br[CH2:2][C:3]([C:5]1[CH:6]=[C:7]([C:11]2[CH2:17][C:16](=[O:18])[NH:15][C:14]3[CH:19]=[C:20]([Cl:26])[C:21]([N:23]([CH3:25])[CH3:24])=[CH:22][C:13]=3[N:12]=2)[CH:8]=[CH:9][CH:10]=1)=O.[CH2:27]([NH:29][C:30]([NH2:32])=[S:31])[CH3:28], predict the reaction product. The product is: [Cl:26][C:20]1[C:21]([N:23]([CH3:25])[CH3:24])=[CH:22][C:13]2[N:12]=[C:11]([C:7]3[CH:8]=[CH:9][CH:10]=[C:5]([C:3]4[N:32]=[C:30]([NH:29][CH2:27][CH3:28])[S:31][CH:2]=4)[CH:6]=3)[CH2:17][C:16](=[O:18])[NH:15][C:14]=2[CH:19]=1. (2) Given the reactants [OH:1][C:2]1[C:11]2[C:6](=[N:7][CH:8]=[C:9](I)[CH:10]=2)[N:5]([CH3:13])[C:4](=[O:14])[C:3]=1[C:15]([NH:17][CH2:18][C:19]([O:21]C(C)(C)C)=[O:20])=[O:16].[F:26][C:27]1[CH:32]=[C:31](B(O)O)[CH:30]=[CH:29][N:28]=1, predict the reaction product. The product is: [F:26][C:27]1[CH:32]=[C:31]([C:9]2[CH:10]=[C:11]3[C:6](=[N:7][CH:8]=2)[N:5]([CH3:13])[C:4](=[O:14])[C:3]([C:15]([NH:17][CH2:18][C:19]([OH:21])=[O:20])=[O:16])=[C:2]3[OH:1])[CH:30]=[CH:29][N:28]=1. (3) Given the reactants C1C(=O)N([Br:8])C(=O)C1.[Cl:9][C:10]1[CH:15]=[CH:14][C:13]([CH:16]([N:18]2[C:26]3[C:21](=[N:22][C:23]([C:33]#[N:34])=[N:24][C:25]=3[NH:27][C@@H:28]([CH:30]3[CH2:32][CH2:31]3)[CH3:29])[N:20]=[CH:19]2)[CH3:17])=[CH:12][CH:11]=1, predict the reaction product. The product is: [Br:8][C:19]1[N:18]([CH:16]([C:13]2[CH:14]=[CH:15][C:10]([Cl:9])=[CH:11][CH:12]=2)[CH3:17])[C:26]2[C:21](=[N:22][C:23]([C:33]#[N:34])=[N:24][C:25]=2[NH:27][C@@H:28]([CH:30]2[CH2:32][CH2:31]2)[CH3:29])[N:20]=1. (4) Given the reactants [CH:1]1[C:6]([CH:7]=O)=[CH:5][C:4]2[O:9][CH2:10][O:11][C:3]=2[CH:2]=1.C1(P(C2C=CC=CC=2)C2C=CC=CC=2)C=CC=CC=1.[C:31](Br)(Br)([Br:33])[Br:32], predict the reaction product. The product is: [Br:32][C:31]([Br:33])=[CH:7][C:6]1[CH:1]=[CH:2][C:3]2[O:11][CH2:10][O:9][C:4]=2[CH:5]=1.